From a dataset of Full USPTO retrosynthesis dataset with 1.9M reactions from patents (1976-2016). Predict the reactants needed to synthesize the given product. (1) The reactants are: [CH2:1]([C:8]1[CH:17]=[C:16]2[C:11]([C:12]([OH:30])=[C:13]([C:25]([O:27]CC)=O)[C:14](=[O:24])[N:15]2[CH2:18][C:19]2[S:20][CH:21]=[CH:22][N:23]=2)=[N:10][CH:9]=1)[C:2]1[CH:7]=[CH:6][CH:5]=[CH:4][CH:3]=1.[CH:31]1([NH2:35])[CH2:34][CH2:33][CH2:32]1. Given the product [CH2:1]([C:8]1[CH:17]=[C:16]2[C:11]([C:12]([OH:30])=[C:13]([C:25]([NH:35][CH:31]3[CH2:34][CH2:33][CH2:32]3)=[O:27])[C:14](=[O:24])[N:15]2[CH2:18][C:19]2[S:20][CH:21]=[CH:22][N:23]=2)=[N:10][CH:9]=1)[C:2]1[CH:3]=[CH:4][CH:5]=[CH:6][CH:7]=1, predict the reactants needed to synthesize it. (2) Given the product [ClH:12].[Cl:12][C:10]1[CH:11]=[C:2]([NH:28][CH2:27][CH:24]2[CH2:26][CH2:25]2)[CH:3]=[C:4]2[C:9]=1[CH2:8][N:7]([CH3:13])[CH2:6][CH:5]2[C:14]1[CH:19]=[CH:18][C:17]([NH:20][C:21](=[O:23])[CH3:22])=[CH:16][CH:15]=1, predict the reactants needed to synthesize it. The reactants are: Br[C:2]1[CH:3]=[C:4]2[C:9](=[C:10]([Cl:12])[CH:11]=1)[CH2:8][N:7]([CH3:13])[CH2:6][CH:5]2[C:14]1[CH:19]=[CH:18][C:17]([NH:20][C:21](=[O:23])[CH3:22])=[CH:16][CH:15]=1.[CH:24]1([CH2:27][NH2:28])[CH2:26][CH2:25]1. (3) Given the product [CH2:32]([N:3]([CH2:1][CH3:2])[CH2:4][CH2:5]/[CH:6]=[CH:7]/[C:8]1[CH:13]=[CH:12][CH:11]=[CH:10][C:9]=1[S:14]([NH:17][C:18]1[CH:27]=[CH:26][C:25]2[CH2:24][CH2:23][CH2:22][CH2:21][C:20]=2[C:19]=1[C:28]([OH:30])=[O:29])(=[O:16])=[O:15])[CH3:33], predict the reactants needed to synthesize it. The reactants are: [CH2:1]([N:3]([CH2:32][CH3:33])[CH2:4][CH2:5]/[CH:6]=[CH:7]/[C:8]1[CH:13]=[CH:12][CH:11]=[CH:10][C:9]=1[S:14]([NH:17][C:18]1[CH:27]=[CH:26][C:25]2[CH2:24][CH2:23][CH2:22][CH2:21][C:20]=2[C:19]=1[C:28]([O:30]C)=[O:29])(=[O:16])=[O:15])[CH3:2].[Li+].[I-]. (4) Given the product [NH2:1][C:2]1[N:3]=[CH:4][C:5]([C:8]2[C:9]([F:19])=[C:10]([C:11]([CH:14]3[CH2:15][CH2:16][CH2:17]3)=[CH:12][CH:13]=2)[O:18][C:28]2[CH:29]=[C:24]([C:20]([CH3:22])([CH3:21])[CH3:23])[N:25]=[C:26]([NH2:31])[N:27]=2)=[N:6][CH:7]=1, predict the reactants needed to synthesize it. The reactants are: [NH2:1][C:2]1[N:3]=[CH:4][C:5]([C:8]2[C:9]([F:19])=[C:10]([OH:18])[C:11]([CH:14]3[CH2:17][CH2:16][CH2:15]3)=[CH:12][CH:13]=2)=[N:6][CH:7]=1.[C:20]([C:24]1[CH:29]=[C:28](Cl)[N:27]=[C:26]([NH2:31])[N:25]=1)([CH3:23])([CH3:22])[CH3:21]. (5) The reactants are: [N+:1]([C:4]1[CH:19]=[CH:18][C:7]2[N:8]=[C:9]([CH2:11][C:12]3[CH:17]=[CH:16][CH:15]=[CH:14][CH:13]=3)[NH:10][C:6]=2[CH:5]=1)([O-])=O.NC1C=C2C(=CC=1)N(CC1C=CC=CC=1)C=C2. Given the product [NH2:1][C:4]1[CH:19]=[CH:18][C:7]2[NH:8][C:9]([CH2:11][C:12]3[CH:17]=[CH:16][CH:15]=[CH:14][CH:13]=3)=[N:10][C:6]=2[CH:5]=1, predict the reactants needed to synthesize it. (6) Given the product [Br:8][C:5]1[CH:6]=[CH:7][C:2]2[NH:1][C:10]([C@@H:12]3[CH2:16][CH2:15][CH2:14][N:13]3[C:17]([O:19][C:20]([CH3:23])([CH3:22])[CH3:21])=[O:18])=[N:9][C:3]=2[CH:4]=1, predict the reactants needed to synthesize it. The reactants are: [NH2:1][C:2]1[CH:7]=[CH:6][C:5]([Br:8])=[CH:4][C:3]=1[NH:9][C:10]([C@@H:12]1[CH2:16][CH2:15][CH2:14][N:13]1[C:17]([O:19][C:20]([CH3:23])([CH3:22])[CH3:21])=[O:18])=O. (7) Given the product [C:26]([O:25][C@@H:19]([C:9]1[C:8]([CH3:30])=[CH:7][C:5]2[N:6]=[C:2]([CH:31]=[CH2:32])[S:3][C:4]=2[C:10]=1[O:11][S:12]([C:15]([F:18])([F:17])[F:16])(=[O:14])=[O:13])[C:20]([O:22][CH2:23][CH3:24])=[O:21])([CH3:29])([CH3:28])[CH3:27], predict the reactants needed to synthesize it. The reactants are: Br[C:2]1[S:3][C:4]2[C:10]([O:11][S:12]([C:15]([F:18])([F:17])[F:16])(=[O:14])=[O:13])=[C:9]([C@H:19]([O:25][C:26]([CH3:29])([CH3:28])[CH3:27])[C:20]([O:22][CH2:23][CH3:24])=[O:21])[C:8]([CH3:30])=[CH:7][C:5]=2[N:6]=1.[CH:31]([Sn](CCCC)(CCCC)CCCC)=[CH2:32].[NH4+].[Cl-]. (8) Given the product [CH3:25][O:26][C:27]1[CH:28]=[C:29]([NH:39][C:40]2[N:42]=[CH:3][C:4]3[CH2:10][CH2:9][CH2:8][CH2:7][CH:6]([C:11]([O:13][CH3:14])=[O:12])[C:5]=3[N:41]=2)[CH:30]=[CH:31][C:32]=1[N:33]1[CH:37]=[C:36]([CH3:38])[N:35]=[CH:34]1, predict the reactants needed to synthesize it. The reactants are: CN(C)[CH:3]=[C:4]1[CH2:10][CH2:9][CH2:8][CH2:7][CH:6]([C:11]([O:13][CH3:14])=[O:12])[C:5]1=O.[N+]([O-])(O)=O.[N+]([O-])(O)=O.[CH3:25][O:26][C:27]1[CH:28]=[C:29]([NH:39][C:40]([NH2:42])=[NH:41])[CH:30]=[CH:31][C:32]=1[N:33]1[CH:37]=[C:36]([CH3:38])[N:35]=[CH:34]1. (9) Given the product [NH2:1][C:2]1[N:7]=[C:6]([CH2:8][N:9]2[CH2:13][CH2:12][CH2:11][C:10]2=[O:14])[C:5]([O:15][C:16]2[CH:17]=[N:18][C:19]([S:22]([CH3:25])(=[O:23])=[O:24])=[CH:20][CH:21]=2)=[CH:4][C:3]=1[I:26], predict the reactants needed to synthesize it. The reactants are: [NH2:1][C:2]1[N:7]=[C:6]([CH2:8][N:9]2[CH2:13][CH2:12][CH2:11][C:10]2=[O:14])[C:5]([O:15][C:16]2[CH:17]=[N:18][C:19]([S:22]([CH3:25])(=[O:24])=[O:23])=[CH:20][CH:21]=2)=[CH:4][CH:3]=1.[I:26]I.S([O-])([O-])(=O)=S.[Na+].[Na+].C(=O)(O)[O-].[Na+]. (10) Given the product [Cl:1][C:2]1[CH:21]=[CH:20][C:5]2[O:6][C:7]3[CH:19]=[CH:18][CH:17]=[CH:16][C:8]=3[C@H:9]3[CH2:13][N:12]([CH3:14])[C:11](=[O:15])[C@@H:10]3[C:4]=2[CH:3]=1, predict the reactants needed to synthesize it. The reactants are: [Cl:1][C:2]1[CH:21]=[CH:20][C:5]2[O:6][C:7]3[CH:19]=[CH:18][CH:17]=[CH:16][C:8]=3[C:9]3[CH2:13][N:12]([CH3:14])[C:11](=[O:15])[C:10]=3[C:4]=2[CH:3]=1.[Mg].O.Cl.